Task: Regression. Given two drug SMILES strings and cell line genomic features, predict the synergy score measuring deviation from expected non-interaction effect.. Dataset: Merck oncology drug combination screen with 23,052 pairs across 39 cell lines (1) Drug 1: Nc1ccn(C2OC(CO)C(O)C2(F)F)c(=O)n1. Synergy scores: synergy=-12.0. Cell line: MSTO. Drug 2: NC(=O)c1cccc2cn(-c3ccc(C4CCCNC4)cc3)nc12. (2) Drug 1: CN(C)C(=N)N=C(N)N. Drug 2: CNC(=O)c1cc(Oc2ccc(NC(=O)Nc3ccc(Cl)c(C(F)(F)F)c3)cc2)ccn1. Cell line: SKMES1. Synergy scores: synergy=15.8. (3) Drug 1: O=c1[nH]cc(F)c(=O)[nH]1. Drug 2: NC1(c2ccc(-c3nc4ccn5c(=O)[nH]nc5c4cc3-c3ccccc3)cc2)CCC1. Cell line: SKMEL30. Synergy scores: synergy=9.53. (4) Drug 1: CN1C(=O)C=CC2(C)C3CCC4(C)C(NC(=O)OCC(F)(F)F)CCC4C3CCC12. Drug 2: O=S1(=O)NC2(CN1CC(F)(F)F)C1CCC2Cc2cc(C=CCN3CCC(C(F)(F)F)CC3)ccc2C1. Cell line: SW620. Synergy scores: synergy=-4.20. (5) Drug 1: CCN(CC)CCNC(=O)c1c(C)[nH]c(C=C2C(=O)Nc3ccc(F)cc32)c1C. Drug 2: CNC(=O)c1cc(Oc2ccc(NC(=O)Nc3ccc(Cl)c(C(F)(F)F)c3)cc2)ccn1. Cell line: HT29. Synergy scores: synergy=-3.39. (6) Drug 2: NC1(c2ccc(-c3nc4ccn5c(=O)[nH]nc5c4cc3-c3ccccc3)cc2)CCC1. Drug 1: N.N.O=C(O)C1(C(=O)O)CCC1.[Pt]. Synergy scores: synergy=-16.2. Cell line: OVCAR3.